This data is from Catalyst prediction with 721,799 reactions and 888 catalyst types from USPTO. The task is: Predict which catalyst facilitates the given reaction. (1) Reactant: [NH2:1][C:2]1[N:3]([C:22]2[C:31]3[C:26](=[CH:27][CH:28]=[C:29]([O:32][CH3:33])[CH:30]=3)[C:25]([CH3:34])=[CH:24][CH:23]=2)[C:4]([S:7][CH2:8][C:9]([NH:11][C:12]2[CH:20]=[CH:19][C:15]([C:16]([OH:18])=[O:17])=[CH:14][C:13]=2[Cl:21])=[O:10])=[N:5][N:6]=1.BrC1N(C2C3C(=CC=C(OC)C=3)C(C)=CC=2)C(S[CH2:42][C:43](NC2C=CC(C(O)=O)=CC=2Cl)=O)=NN=1.O. The catalyst class is: 3. Product: [NH2:1][C:2]1[N:3]([C:22]2[C:31]3[C:26](=[CH:27][CH:28]=[C:29]([O:32][CH3:33])[CH:30]=3)[C:25]([CH:34]3[CH2:43][CH2:42]3)=[CH:24][CH:23]=2)[C:4]([S:7][CH2:8][C:9]([NH:11][C:12]2[CH:20]=[CH:19][C:15]([C:16]([OH:18])=[O:17])=[CH:14][C:13]=2[Cl:21])=[O:10])=[N:5][N:6]=1. (2) Reactant: Cl[C:2]1[CH:7]=[C:6]([Cl:8])[C:5]([C:9]([F:12])([F:11])[F:10])=[CH:4][C:3]=1[N+:13]([O-:15])=[O:14].C(N(C(C)C)CC)(C)C.Cl.Cl.[CH2:27]([O:29][C@H:30]1[CH2:35][CH2:34][C@H:33]([N:36]2[CH2:41][CH2:40][CH:39]([NH2:42])[CH2:38][CH2:37]2)[CH2:32][CH2:31]1)[CH3:28]. Product: [Cl:8][C:6]1[C:5]([C:9]([F:12])([F:11])[F:10])=[CH:4][C:3]([N+:13]([O-:15])=[O:14])=[C:2]([NH:42][CH:39]2[CH2:38][CH2:37][N:36]([C@H:33]3[CH2:34][CH2:35][C@H:30]([O:29][CH2:27][CH3:28])[CH2:31][CH2:32]3)[CH2:41][CH2:40]2)[CH:7]=1. The catalyst class is: 9. (3) Reactant: [NH2:1][C@H:2]1[CH2:7][CH2:6][C@H:5]([CH2:8][CH2:9][N:10]2[CH2:15][CH2:14][CH:13]([C:16]([C:18]3[CH:23]=[CH:22][C:21]([F:24])=[CH:20][CH:19]=3)=[O:17])[CH2:12][CH2:11]2)[CH2:4][CH2:3]1.[CH3:25][O:26][C:27](O[C:27]([O:26][CH3:25])=[O:28])=[O:28].C(N(CC)CC)C.C(=O)(O)[O-].[Na+]. Product: [CH3:25][O:26][C:27](=[O:28])[NH:1][C@H:2]1[CH2:7][CH2:6][C@H:5]([CH2:8][CH2:9][N:10]2[CH2:11][CH2:12][CH:13]([C:16](=[O:17])[C:18]3[CH:23]=[CH:22][C:21]([F:24])=[CH:20][CH:19]=3)[CH2:14][CH2:15]2)[CH2:4][CH2:3]1. The catalyst class is: 4. (4) Reactant: [Cl:1][C:2]1[CH:7]=[C:6]([Cl:8])[CH:5]=[CH:4][C:3]=1[S:9](Cl)(=[O:11])=[O:10].[NH3:13]. The catalyst class is: 1. Product: [Cl:1][C:2]1[CH:7]=[C:6]([Cl:8])[CH:5]=[CH:4][C:3]=1[S:9]([NH2:13])(=[O:11])=[O:10]. (5) Reactant: [F:1][C:2]([F:24])([F:23])[S:3][CH2:4][CH2:5][CH2:6][CH2:7][CH2:8][O:9][C:10]1[CH:15]=[C:14]([S:16][CH2:17][C:18]([F:21])([F:20])[F:19])[C:13]([CH3:22])=[CH:12][CH:11]=1.ClC1C=CC=C(C(OO)=[O:33])C=1.CCCCCC.C(OCC)(=O)C. Product: [F:24][C:2]([F:1])([F:23])[S:3][CH2:4][CH2:5][CH2:6][CH2:7][CH2:8][O:9][C:10]1[CH:11]=[CH:12][C:13]([CH3:22])=[C:14]([S:16]([CH2:17][C:18]([F:19])([F:20])[F:21])=[O:33])[CH:15]=1. The catalyst class is: 542.